From a dataset of Full USPTO retrosynthesis dataset with 1.9M reactions from patents (1976-2016). Predict the reactants needed to synthesize the given product. (1) Given the product [NH2:32][C:29]1([C:27]([N:25]2[CH2:26][CH:23]([C:21]3[CH:20]=[CH:19][C:16]4[C:17]5[N:18]=[C:9]([C:8]6[N:4]([CH:1]([CH3:3])[CH3:2])[N:5]=[CH:6][N:7]=6)[S:10][C:11]=5[CH2:12][CH2:13][O:14][C:15]=4[CH:22]=3)[CH2:24]2)=[O:28])[CH2:30][CH2:31]1, predict the reactants needed to synthesize it. The reactants are: [CH:1]([N:4]1[C:8]([C:9]2[S:10][C:11]3[CH2:12][CH2:13][O:14][C:15]4[CH:22]=[C:21]([CH:23]5[CH2:26][N:25]([C:27]([C:29]6([NH:32]C(=O)O)[CH2:31][CH2:30]6)=[O:28])[CH2:24]5)[CH:20]=[CH:19][C:16]=4[C:17]=3[N:18]=2)=[N:7][CH:6]=[N:5]1)([CH3:3])[CH3:2].Cl.O1CCOCC1. (2) Given the product [CH2:11]([N:18]1[C:27]([CH:28]=[O:29])=[C:26]([C:30]2[CH:31]=[CH:32][CH:33]=[CH:34][CH:35]=2)[C:25]2[C:20](=[CH:21][CH:22]=[C:23]([Br:36])[CH:24]=2)[C:19]1=[O:37])[C:12]1[CH:13]=[CH:14][CH:15]=[CH:16][CH:17]=1, predict the reactants needed to synthesize it. The reactants are: C(Cl)(=O)C(Cl)=O.CS(C)=O.[CH2:11]([N:18]1[C:27]([CH2:28][OH:29])=[C:26]([C:30]2[CH:35]=[CH:34][CH:33]=[CH:32][CH:31]=2)[C:25]2[C:20](=[CH:21][CH:22]=[C:23]([Br:36])[CH:24]=2)[C:19]1=[O:37])[C:12]1[CH:17]=[CH:16][CH:15]=[CH:14][CH:13]=1.C(N(CC)CC)C. (3) The reactants are: Cl.Cl.[CH3:3][C:4]1[CH:13]=[CH:12][C:11]2[C:6](=[CH:7][CH:8]=[CH:9][C:10]=2[O:14][CH2:15][CH2:16][N:17]2[CH2:22][CH2:21][CH:20]([CH2:23][C:24]3[CH:25]=[C:26]([CH:28]=[CH:29][CH:30]=3)[NH2:27])[CH2:19][CH2:18]2)[N:5]=1.C(N(CC)CC)C.[CH3:38][S:39](O[S:39]([CH3:38])(=[O:41])=[O:40])(=[O:41])=[O:40]. Given the product [CH3:3][C:4]1[CH:13]=[CH:12][C:11]2[C:6](=[CH:7][CH:8]=[CH:9][C:10]=2[O:14][CH2:15][CH2:16][N:17]2[CH2:18][CH2:19][CH:20]([CH2:23][C:24]3[CH:25]=[C:26]([NH:27][S:39]([CH3:38])(=[O:41])=[O:40])[CH:28]=[CH:29][CH:30]=3)[CH2:21][CH2:22]2)[N:5]=1, predict the reactants needed to synthesize it. (4) Given the product [ClH:34].[N:1]1[CH:6]=[CH:5][CH:4]=[C:3]([C:7]2[C:8](=[O:33])[NH:9][C:10](=[O:32])[N:11]([CH2:13][CH2:14][CH2:15][N:16]3[CH2:21][C@H:20]4[C@:18]([C:22]5[CH:27]=[CH:26][C:25]([C:28]([F:31])([F:29])[F:30])=[CH:24][CH:23]=5)([CH2:19]4)[CH2:17]3)[CH:12]=2)[N:2]=1, predict the reactants needed to synthesize it. The reactants are: [N:1]1[CH:6]=[CH:5][CH:4]=[C:3]([C:7]2[C:8](=[O:33])[NH:9][C:10](=[O:32])[N:11]([CH2:13][CH2:14][CH2:15][N:16]3[CH2:21][C@H:20]4[C@:18]([C:22]5[CH:27]=[CH:26][C:25]([C:28]([F:31])([F:30])[F:29])=[CH:24][CH:23]=5)([CH2:19]4)[CH2:17]3)[CH:12]=2)[N:2]=1.[ClH:34]. (5) The reactants are: [CH2:1]([O:3][C:4]([C:6]1([C:9]2[CH:14]=[CH:13][C:12]([C:15]3[CH:20]=[CH:19][C:18]([C:21]4[O:25][N:24]=[C:23]([CH3:26])[C:22]=4[NH:27][C:28]4[CH:33]=[CH:32][CH:31]=[C:30](Br)[CH:29]=4)=[CH:17][CH:16]=3)=[CH:11][CH:10]=2)[CH2:8][CH2:7]1)=[O:5])[CH3:2].[CH3:35][O:36][C:37]1[CH:38]=[C:39](B(O)O)[CH:40]=[N:41][CH:42]=1. Given the product [CH2:1]([O:3][C:4]([C:6]1([C:9]2[CH:14]=[CH:13][C:12]([C:15]3[CH:20]=[CH:19][C:18]([C:21]4[O:25][N:24]=[C:23]([CH3:26])[C:22]=4[NH:27][C:28]4[CH:33]=[CH:32][CH:31]=[C:30]([C:39]5[CH:40]=[N:41][CH:42]=[C:37]([O:36][CH3:35])[CH:38]=5)[CH:29]=4)=[CH:17][CH:16]=3)=[CH:11][CH:10]=2)[CH2:8][CH2:7]1)=[O:5])[CH3:2], predict the reactants needed to synthesize it. (6) Given the product [NH2:5][C:6]1[N:11]=[C:10]([CH3:12])[N:9]=[C:8]([C:13]2[N:17]3[N:18]=[CH:19][CH:20]=[CH:21][C:16]3=[N:15][C:14]=2[NH:22][C:23]2[CH:24]=[C:25]([NH:29][C:1](=[O:3])[CH3:2])[CH:26]=[CH:27][CH:28]=2)[CH:7]=1, predict the reactants needed to synthesize it. The reactants are: [C:1](Cl)(=[O:3])[CH3:2].[NH2:5][C:6]1[N:11]=[C:10]([CH3:12])[N:9]=[C:8]([C:13]2[N:17]3[N:18]=[CH:19][CH:20]=[CH:21][C:16]3=[N:15][C:14]=2[NH:22][C:23]2[CH:28]=[CH:27][CH:26]=[C:25]([NH2:29])[CH:24]=2)[CH:7]=1.C(N(CC)CC)C. (7) Given the product [F:1][C:2]1[CH:11]=[C:10]([C:12]2[N:16]=[C:15]([C:17]3[CH:22]=[CH:21][C:20]([N:23]4[CH2:28][CH2:27][CH2:26][CH2:25][CH:24]4[CH3:29])=[C:19]([NH:30][S:31]([CH3:34])(=[O:33])=[O:32])[CH:18]=3)[O:14][N:13]=2)[CH:9]=[CH:8][C:3]=1[C:4]([OH:6])=[O:5], predict the reactants needed to synthesize it. The reactants are: [F:1][C:2]1[CH:11]=[C:10]([C:12]2[N:16]=[C:15]([C:17]3[CH:22]=[CH:21][C:20]([N:23]4[CH2:28][CH2:27][CH2:26][CH2:25][CH:24]4[CH3:29])=[C:19]([NH:30][S:31]([CH3:34])(=[O:33])=[O:32])[CH:18]=3)[O:14][N:13]=2)[CH:9]=[CH:8][C:3]=1[C:4]([O:6]C)=[O:5].Cl. (8) Given the product [NH2:1][C:2]1[N:7]=[C:6]([S:8]([NH:11][C:12]([C:14]2[C:15]([N:25]3[CH2:26][CH:27]([CH3:29])[CH2:28][C:24]3([CH3:30])[CH3:23])=[N:16][C:17]([Cl:21])=[C:18]([F:20])[CH:19]=2)=[O:13])(=[O:10])=[O:9])[CH:5]=[CH:4][CH:3]=1, predict the reactants needed to synthesize it. The reactants are: [NH2:1][C:2]1[N:7]=[C:6]([S:8]([NH:11][C:12]([C:14]2[C:15](Cl)=[N:16][C:17]([Cl:21])=[C:18]([F:20])[CH:19]=2)=[O:13])(=[O:10])=[O:9])[CH:5]=[CH:4][CH:3]=1.[CH3:23][C:24]1([CH3:30])[CH2:28][CH:27]([CH3:29])[CH2:26][NH:25]1.C([O-])([O-])=O.[K+].[K+]. (9) Given the product [C:18]1([C:11]2[C:12]([C:13]([O:15][CH2:16][CH3:17])=[O:14])=[CH:4][C:3]3[C:2](=[N:9][CH:8]=[CH:7][CH:6]=3)[N:1]=2)[CH:23]=[CH:22][CH:21]=[CH:20][CH:19]=1, predict the reactants needed to synthesize it. The reactants are: [NH2:1][C:2]1[N:9]=[CH:8][CH:7]=[CH:6][C:3]=1[CH:4]=O.O=[C:11]([C:18]1[CH:23]=[CH:22][CH:21]=[CH:20][CH:19]=1)[CH2:12][C:13]([O:15][CH2:16][CH3:17])=[O:14].N1CCCCC1.